This data is from Catalyst prediction with 721,799 reactions and 888 catalyst types from USPTO. The task is: Predict which catalyst facilitates the given reaction. (1) Reactant: IC1C=CC(C)=CC=1S(O)(=O)=O.OOS([O-])=O.[K+].[C:19]1([CH:25]([OH:27])[CH3:26])[CH:24]=[CH:23][CH:22]=[CH:21][CH:20]=1. Product: [C:25]([C:19]1[CH:24]=[CH:23][CH:22]=[CH:21][CH:20]=1)(=[O:27])[CH3:26]. The catalyst class is: 10. (2) The catalyst class is: 4. Reactant: [N:1]1([C:5]2[CH:10]=[C:9]([Cl:11])[CH:8]=[CH:7][C:6]=2[CH2:12][N:13]2[CH2:18][CH2:17][N:16](C(OC(C)(C)C)=O)[CH2:15][CH2:14]2)[CH2:4][CH2:3][CH2:2]1.FC(F)(F)C(O)=O. Product: [N:1]1([C:5]2[CH:10]=[C:9]([Cl:11])[CH:8]=[CH:7][C:6]=2[CH2:12][N:13]2[CH2:14][CH2:15][NH:16][CH2:17][CH2:18]2)[CH2:4][CH2:3][CH2:2]1. (3) Reactant: [NH2:1][C:2]1[CH:7]=[CH:6][C:5]([N:8]2[C:16]3[C:11](=[CH:12][CH:13]=[CH:14][CH:15]=3)[CH:10]=[C:9]2[C:17]([OH:19])=[O:18])=[CH:4][CH:3]=1.C(=O)(O)[O-].[Na+].[F:25][C:26]([F:39])([F:38])[O:27][C:28]1[CH:33]=[CH:32][C:31]([S:34](Cl)(=[O:36])=[O:35])=[CH:30][CH:29]=1. Product: [F:39][C:26]([F:25])([F:38])[O:27][C:28]1[CH:33]=[CH:32][C:31]([S:34]([NH:1][C:2]2[CH:3]=[CH:4][C:5]([N:8]3[C:16]4[C:11](=[CH:12][CH:13]=[CH:14][CH:15]=4)[CH:10]=[C:9]3[C:17]([OH:19])=[O:18])=[CH:6][CH:7]=2)(=[O:36])=[O:35])=[CH:30][CH:29]=1. The catalyst class is: 4. (4) Product: [C:11]([O:10][C:8]([N:5]1[CH2:6][CH2:7][CH:2]([CH3:1])[CH2:3][CH2:4]1)=[O:9])([CH3:14])([CH3:13])[CH3:12]. Reactant: [CH3:1][CH:2]1[CH2:7][CH2:6][NH:5][CH2:4][CH2:3]1.[C:8](O[C:8]([O:10][C:11]([CH3:14])([CH3:13])[CH3:12])=[O:9])([O:10][C:11]([CH3:14])([CH3:13])[CH3:12])=[O:9]. The catalyst class is: 2. (5) Reactant: [Br:1][C:2]1[CH:3]=[C:4]([CH:9]=[C:10]([OH:12])[CH:11]=1)[C:5]([NH:7][NH2:8])=[O:6].[N:13]#[C:14]Br.C(=O)(O)[O-].[Na+].CCCCCC. Product: [NH2:13][C:14]1[O:6][C:5]([C:4]2[CH:9]=[C:10]([OH:12])[CH:11]=[C:2]([Br:1])[CH:3]=2)=[N:7][N:8]=1. The catalyst class is: 12. (6) Reactant: [CH3:1][O:2][C:3]1[CH:24]=[CH:23][C:6]([CH2:7][N:8]2[C:13](=[O:14])[C:12]([N+:15]([O-:17])=[O:16])=[C:11]([CH3:18])[N:10]([CH2:19][CH2:20][CH3:21])[C:9]2=[O:22])=[CH:5][CH:4]=1.[H-].[Na+].[Br:27]Br. Product: [Br:27][CH2:18][C:11]1[N:10]([CH2:19][CH2:20][CH3:21])[C:9](=[O:22])[N:8]([CH2:7][C:6]2[CH:23]=[CH:24][C:3]([O:2][CH3:1])=[CH:4][CH:5]=2)[C:13](=[O:14])[C:12]=1[N+:15]([O-:17])=[O:16]. The catalyst class is: 7.